This data is from Forward reaction prediction with 1.9M reactions from USPTO patents (1976-2016). The task is: Predict the product of the given reaction. Given the reactants ClC(Cl)(Cl)[CH:3](O)[OH:4].S([O-])([O-])(=O)=O.[Na+].[Na+].[O:15]1[C:19]2[CH:20]=[CH:21][CH:22]=[C:23]([NH2:24])[C:18]=2[O:17][CH2:16]1.S(O)(O)(=O)=O.NO.Cl, predict the reaction product. The product is: [O:17]1[C:18]2[C:23]3[NH:24][C:3](=[O:4])[C:22]=3[CH:21]=[CH:20][C:19]=2[O:15][CH2:16]1.